This data is from Reaction yield outcomes from USPTO patents with 853,638 reactions. The task is: Predict the reaction yield, written as a fraction of the theoretical maximum amount of product (1.0 means a 100% yield; for example, 0.34 means a 34% yield). (1) The reactants are C(O[CH:4](OCC)[CH2:5][O:6][C:7]1[CH:12]=[CH:11][C:10]([C:13]2([C:16]([OH:18])=[O:17])[CH2:15][CH2:14]2)=[CH:9][CH:8]=1)C. The catalyst is C1(C)C(C)=CC=CC=1. The product is [O:6]1[C:7]2[CH:12]=[CH:11][C:10]([C:13]3([C:16]([OH:18])=[O:17])[CH2:15][CH2:14]3)=[CH:9][C:8]=2[CH:4]=[CH:5]1. The yield is 0.0500. (2) The reactants are [OH:1][CH2:2][C@H:3]1[CH2:8][NH:7][CH2:6][CH2:5][N:4]1[C:9]([O:11][C:12]([CH3:15])([CH3:14])[CH3:13])=[O:10].[C:16]([Si:20](Cl)([CH3:22])[CH3:21])([CH3:19])([CH3:18])[CH3:17].N1C=CN=C1.C([O-])([O-])=O.[K+].[K+]. The catalyst is ClCCl. The product is [Si:20]([O:1][CH2:2][C@H:3]1[CH2:8][NH:7][CH2:6][CH2:5][N:4]1[C:9]([O:11][C:12]([CH3:15])([CH3:14])[CH3:13])=[O:10])([C:16]([CH3:19])([CH3:18])[CH3:17])([CH3:22])[CH3:21]. The yield is 0.600. (3) The reactants are [CH2:1]1[C:10]2[C:5](=[CH:6][CH:7]=[CH:8][CH:9]=2)[CH2:4][CH2:3][NH:2]1.[C:11](OC(=O)C)(=[O:13])[CH3:12]. The catalyst is CCOC(C)=O. The product is [CH2:1]1[C:10]2[C:5](=[CH:6][CH:7]=[CH:8][CH:9]=2)[CH2:4][CH2:3][N:2]1[C:11](=[O:13])[CH3:12]. The yield is 0.580. (4) The reactants are [C:1]1([C:7]([C:20]2[CH:25]=[CH:24][CH:23]=[CH:22][CH:21]=2)([C:11]2[CH:16]=[CH:15][C:14]([N+:17]([O-])=O)=[CH:13][N:12]=2)[C:8]([NH2:10])=[O:9])[CH:6]=[CH:5][CH:4]=[CH:3][CH:2]=1. The catalyst is CCO.[Pt](=O)=O. The product is [C:20]1([C:7]([C:1]2[CH:6]=[CH:5][CH:4]=[CH:3][CH:2]=2)([C:11]2[CH:16]=[CH:15][C:14]([NH2:17])=[CH:13][N:12]=2)[C:8]([NH2:10])=[O:9])[CH:21]=[CH:22][CH:23]=[CH:24][CH:25]=1. The yield is 0.980. (5) The reactants are [Cl:1][C:2]1[CH:38]=[CH:37][C:5]([CH2:6][N:7]2[C:15]3[C:10](=[CH:11][CH:12]=[CH:13][CH:14]=3)[C:9]([CH:16]([C:18]3[N:19]([CH2:29][O:30][CH2:31][CH2:32][Si:33]([CH3:36])([CH3:35])[CH3:34])[CH:20]=[C:21]([C:23]4[CH:28]=[CH:27][CH:26]=[CH:25][N:24]=4)[N:22]=3)[OH:17])=[CH:8]2)=[CH:4][CH:3]=1.CCCCCC.C(OCC)(=O)C. The catalyst is ClCCl.O=[Mn]=O. The product is [Cl:1][C:2]1[CH:38]=[CH:37][C:5]([CH2:6][N:7]2[C:15]3[C:10](=[CH:11][CH:12]=[CH:13][CH:14]=3)[C:9]([C:16]([C:18]3[N:19]([CH2:29][O:30][CH2:31][CH2:32][Si:33]([CH3:34])([CH3:35])[CH3:36])[CH:20]=[C:21]([C:23]4[CH:28]=[CH:27][CH:26]=[CH:25][N:24]=4)[N:22]=3)=[O:17])=[CH:8]2)=[CH:4][CH:3]=1. The yield is 1.00. (6) The reactants are [CH2:1]([O:5][C:6]1[CH:11]=[CH:10][CH:9]=[CH:8][CH:7]=1)[CH:2]([CH3:4])[CH3:3].[Cl:12][S:13](O)(=[O:15])=[O:14]. The catalyst is ClCCl. The product is [CH2:1]([O:5][C:6]1[CH:11]=[CH:10][C:9]([S:13]([Cl:12])(=[O:15])=[O:14])=[CH:8][CH:7]=1)[CH:2]([CH3:4])[CH3:3]. The yield is 0.280.